From a dataset of Forward reaction prediction with 1.9M reactions from USPTO patents (1976-2016). Predict the product of the given reaction. Given the reactants C([O:3][CH:4](OCC)[CH2:5][O:6][C:7]1[C:14]([O:15][CH3:16])=[CH:13][C:12]([O:17][CH3:18])=[CH:11][C:8]=1[CH:9]=O)C.[BH4-].[Na+], predict the reaction product. The product is: [CH3:18][O:17][C:12]1[CH:13]=[C:14]([O:15][CH3:16])[C:7]2[O:6][C:5]([CH2:4][OH:3])=[CH:9][C:8]=2[CH:11]=1.